From a dataset of Catalyst prediction with 721,799 reactions and 888 catalyst types from USPTO. Predict which catalyst facilitates the given reaction. (1) Reactant: [C:1]([C:3]1[CH:8]=[CH:7][C:6]([N:9]2[C:13]([CH2:14][CH2:15][CH3:16])=[C:12]([C:17]([NH:19][CH:20]3[CH2:22][CH2:21]3)=[O:18])[N:11]=[N:10]2)=[CH:5][CH:4]=1)#[N:2].C([OH:25])C. Product: [NH2:2][C:1]([C:3]1[CH:8]=[CH:7][C:6]([N:9]2[C:13]([CH2:14][CH2:15][CH3:16])=[C:12]([C:17]([NH:19][CH:20]3[CH2:22][CH2:21]3)=[O:18])[N:11]=[N:10]2)=[CH:5][CH:4]=1)=[O:25]. The catalyst class is: 181. (2) Reactant: [CH2:1]([O:4][C:5]1[CH:6]=[C:7]2[C:12](=[CH:13][CH:14]=1)[C:11]1=[CH:15][C:16](Cl)=[N:17][C:18](=[O:19])[N:10]1[CH2:9][CH2:8]2)[CH:2]=[CH2:3].[C:21]([O:25][K])(C)(C)C. Product: [CH2:1]([O:4][C:5]1[CH:6]=[C:7]2[C:12](=[CH:13][CH:14]=1)[C:11]1=[CH:15][C:16]([O:25][CH3:21])=[N:17][C:18](=[O:19])[N:10]1[CH2:9][CH2:8]2)[CH:2]=[CH2:3]. The catalyst class is: 5.